This data is from Drug-target binding data from BindingDB using IC50 measurements. The task is: Regression. Given a target protein amino acid sequence and a drug SMILES string, predict the binding affinity score between them. We predict pIC50 (pIC50 = -log10(IC50 in M); higher means more potent). Dataset: bindingdb_ic50. (1) The small molecule is CN(C)CCNC(=O)c1ccc2ncc(-c3cc4ccccc4o3)n2n1. The target protein sequence is MVSSQKLEKPIEMGSSEPLPIADGDRRRKKKRRGRATDSLPGKFEDMYKLTSELLGEGAYAKVQGAVSLQNGKEYAVKIIEKQAGHSRSRVFREVETLYQCQGNKNILELIEFFEDDTRFYLVFEKLQGGSILAHIQKQKHFNEREASRVVRDVAAALDFLHTKGIAHRDLKPENILCESPEKVSPVKICDFDLGSGMKLNNSCTPITTPELTTPCGSAEYMAPEVVEVFTDQATFYDKRCDLWSLGVVLYIMLSGYPPFVGHCGADCGWDRGEVCRVCQNKLFESIQEGKYEFPDKDWAHISSEAKDLISKLLVRDAKQRLSAAQVLQHPWVQGQAPEKGLPTPQVLQRNSSTMDLTLFAAEAIALNRQLSQHEENELAEEPEALADGLCSMKLSPPCKSRLARRRALAQAGRGEDRSPPTAL. The pIC50 is 8.7. (2) The compound is NC(=O)c1cc2cc(OCc3cccc(C(=O)O)c3)ccc2[nH]1. The target protein sequence is GRILGGREAEAHARPYMASVQLNGAHLCGGVLVAEQWVLSAAHCLEDAADGKVQVLLGAHSLSQPEPSKRLYDVLRAVPHPDSQPDTIDHDLLLLQLSEKATLGPAVRPLPWQRVDRDVAPGTLCDVAGWGIVNHAGRRPDSLQHVLLPVLDRATCNRRTHHDGAITERLMCAESNRRDSCKGDSGGPLVCGGVLEGVVTSGSRVCGNRKKPGIYTRVASYAAWIDSVLA. The pIC50 is 3.5. (3) The drug is CO[C@H]1/C=C/O[C@@]2(C)Oc3c(c4c5c(nn(CCO)c5c3C)C(=C(/C=N/N3CCN(C)CC3)C4=O)NC(=O)/C(C)=C\C=C\[C@H](C)[C@H](O)[C@@H](C)[C@@H](O)[C@@H](C)[C@H](OC(C)=O)[C@@H]1C)C2=O. The target protein (P9WGY9) has sequence MLEGCILADSRQSKTAASPSPSRPQSSSNNSVPGAPNRVSFAKLREPLEVPGLLDVQTDSFEWLIGSPRWRESAAERGDVNPVGGLEEVLYELSPIEDFSGSMSLSFSDPRFDDVKAPVDECKDKDMTYAAPLFVTAEFINNNTGEIKSQTVFMGDFPMMTEKGTFIINGTERVVVSQLVRSPGVYFDETIDKSTDKTLHSVKVIPSRGAWLEFDVDKRDTVGVRIDRKRRQPVTVLLKALGWTSEQIVERFGFSEIMRSTLEKDNTVGTDEALLDIYRKLRPGEPPTKESAQTLLENLFFKEKRYDLARVGRYKVNKKLGLHVGEPITSSTLTEEDVVATIEYLVRLHEGQTTMTVPGGVEVPVETDDIDHFGNRRLRTVGELIQNQIRVGMSRMERVVRERMTTQDVEAITPQTLINIRPVVAAIKEFFGTSQLSQFMDQNNPLSGLTHKRRLSALGPGGLSRERAGLEVRDVHPSHYGRMCPIETPEGPNIGLIGSL.... The pIC50 is 6.9.